Dataset: Catalyst prediction with 721,799 reactions and 888 catalyst types from USPTO. Task: Predict which catalyst facilitates the given reaction. (1) Reactant: [C:1]([O-])([O-])(OCC)[CH3:2].[NH2:8][C:9]1[C:14]([OH:15])=[CH:13][CH:12]=[CH:11][N:10]=1.C1(C)C=CC(S(O)(=O)=O)=CC=1. Product: [CH3:1][C:2]1[O:15][C:14]2[C:9]([N:8]=1)=[N:10][CH:11]=[CH:12][CH:13]=2. The catalyst class is: 66. (2) Reactant: [CH3:1][C:2]1([N:8]2[CH2:13][CH2:12][NH:11][CH2:10][CH2:9]2)[CH2:7][CH2:6][O:5][CH2:4][CH2:3]1.[O:14]=[C:15]1[N:21]([CH:22]2[CH2:27][CH2:26][N:25]([C:28]([O:30][C@@H:31]([C:42](O)=[O:43])[CH2:32][C:33]3[CH:38]=[C:37]([CH3:39])[C:36]([OH:40])=[C:35]([CH3:41])[CH:34]=3)=[O:29])[CH2:24][CH2:23]2)[CH2:20][CH2:19][C:18]2[CH:45]=[CH:46][CH:47]=[CH:48][C:17]=2[NH:16]1.CN(C(ON1N=NC2C=CC=CC1=2)=[N+](C)C)C.[B-](F)(F)(F)F.C(N(CC)CC)C.C([O-])(O)=O.[Na+]. Product: [O:14]=[C:15]1[N:21]([CH:22]2[CH2:23][CH2:24][N:25]([C:28]([O:30][C@H:31]([CH2:32][C:33]3[CH:34]=[C:35]([CH3:41])[C:36]([OH:40])=[C:37]([CH3:39])[CH:38]=3)[C:42]([N:11]3[CH2:10][CH2:9][N:8]([C:2]4([CH3:1])[CH2:7][CH2:6][O:5][CH2:4][CH2:3]4)[CH2:13][CH2:12]3)=[O:43])=[O:29])[CH2:26][CH2:27]2)[CH2:20][CH2:19][C:18]2[CH:45]=[CH:46][CH:47]=[CH:48][C:17]=2[NH:16]1. The catalyst class is: 3. (3) Reactant: [F:1][C:2]1[N:10]=[C:9]2[C:5]([N:6]=[C:7]([CH2:11][C:12]3[C:21](I)=[CH:20][C:15]4[O:16][CH2:17][CH2:18][O:19][C:14]=4[CH:13]=3)[NH:8]2)=[C:4]([NH2:23])[N:3]=1.C1C(=O)N(I)C(=O)C1.C(O)(C(F)(F)F)=O. Product: [O:16]1[CH2:17][CH2:18][O:19][C:14]2[CH:13]=[C:12]([CH2:11][C:7]3[NH:8][C:9]4[C:5]([N:6]=3)=[C:4]([NH2:23])[N:3]=[C:2]([F:1])[N:10]=4)[CH:21]=[CH:20][C:15]1=2. The catalyst class is: 23. (4) Reactant: [Cl:1][C:2]1[CH:23]=[C:22]([Cl:24])[CH:21]=[CH:20][C:3]=1[O:4][C:5]1[CH:19]=[CH:18][CH:17]=[CH:16][C:6]=1[C:7]([NH:9][CH:10]1[CH2:15][CH2:14][NH:13][CH2:12][CH2:11]1)=[O:8].C(N(CC)CC)C.[CH3:32][S:33](Cl)(=[O:35])=[O:34]. Product: [Cl:1][C:2]1[CH:23]=[C:22]([Cl:24])[CH:21]=[CH:20][C:3]=1[O:4][C:5]1[CH:19]=[CH:18][CH:17]=[CH:16][C:6]=1[C:7]([NH:9][CH:10]1[CH2:15][CH2:14][N:13]([S:33]([CH3:32])(=[O:35])=[O:34])[CH2:12][CH2:11]1)=[O:8]. The catalyst class is: 2. (5) Reactant: CCN(CC)CC.[Cl:8][C:9]1[C:18]2[C:13](=[CH:14][CH:15]=[C:16]([S:19](Cl)(=[O:21])=[O:20])[CH:17]=2)[C:12]([Cl:23])=[CH:11][N:10]=1.Cl.[C:25]([O:29][C:30](=[O:42])[CH2:31][NH:32][CH2:33][C:34]1[CH:39]=[CH:38][CH:37]=[C:36]([O:40][CH3:41])[CH:35]=1)([CH3:28])([CH3:27])[CH3:26]. Product: [C:25]([O:29][C:30](=[O:42])[CH2:31][N:32]([S:19]([C:16]1[CH:17]=[C:18]2[C:13]([C:12]([Cl:23])=[CH:11][N:10]=[C:9]2[Cl:8])=[CH:14][CH:15]=1)(=[O:21])=[O:20])[CH2:33][C:34]1[CH:39]=[CH:38][CH:37]=[C:36]([O:40][CH3:41])[CH:35]=1)([CH3:28])([CH3:27])[CH3:26]. The catalyst class is: 2. (6) Reactant: [F:1][C:2]1[CH:3]=[C:4]([CH2:18][N:19]2C(=O)C3C(=CC=CC=3)C2=O)[CH:5]=[C:6]([C:8]2[CH:13]=[N:12][C:11]([C:14]([F:17])([F:16])[F:15])=[CH:10][N:9]=2)[CH:7]=1. Product: [F:1][C:2]1[CH:3]=[C:4]([CH2:18][NH2:19])[CH:5]=[C:6]([C:8]2[CH:13]=[N:12][C:11]([C:14]([F:16])([F:17])[F:15])=[CH:10][N:9]=2)[CH:7]=1. The catalyst class is: 8.